From a dataset of Full USPTO retrosynthesis dataset with 1.9M reactions from patents (1976-2016). Predict the reactants needed to synthesize the given product. (1) Given the product [CH2:32]([C:29]1[N:30]=[CH:31][C:26]([N:21]2[CH2:22][CH2:23][CH:18]([N:15]3[CH2:16][CH2:17][C@H:13]([NH:12][C:3]4[CH:4]=[CH:5][C:6]([S:8]([CH3:11])(=[O:10])=[O:9])=[CH:7][C:2]=4[F:1])[C:14]3=[O:24])[CH2:19][CH2:20]2)=[CH:27][N:28]=1)[CH3:33], predict the reactants needed to synthesize it. The reactants are: [F:1][C:2]1[CH:7]=[C:6]([S:8]([CH3:11])(=[O:10])=[O:9])[CH:5]=[CH:4][C:3]=1[NH:12][C@H:13]1[CH2:17][CH2:16][N:15]([CH:18]2[CH2:23][CH2:22][NH:21][CH2:20][CH2:19]2)[C:14]1=[O:24].Br[C:26]1[CH:27]=[N:28][C:29]([CH2:32][CH3:33])=[N:30][CH:31]=1.C([O-])([O-])=O.[Cs+].[Cs+]. (2) Given the product [F:21][C:22]1[CH:27]=[CH:26][C:25]([O:28][C:2]2[C:11]3[C:6](=[C:7]([CH3:12])[CH:8]=[CH:9][CH:10]=3)[C:5]([C:13]([N:15]3[CH2:20][CH2:19][O:18][CH2:17][CH2:16]3)=[O:14])=[CH:4][N:3]=2)=[CH:24][CH:23]=1, predict the reactants needed to synthesize it. The reactants are: Cl[C:2]1[C:11]2[C:6](=[C:7]([CH3:12])[CH:8]=[CH:9][CH:10]=2)[C:5]([C:13]([N:15]2[CH2:20][CH2:19][O:18][CH2:17][CH2:16]2)=[O:14])=[CH:4][N:3]=1.[F:21][C:22]1[CH:27]=[CH:26][C:25]([OH:28])=[CH:24][CH:23]=1.C([O-])([O-])=O.[K+].[K+]. (3) Given the product [CH2:19]([O:18][C:15]([CH3:16])([CH3:17])[CH2:14][CH:11]1[CH2:10][CH2:9][NH:8][CH2:13][CH2:12]1)[CH2:20][CH3:21], predict the reactants needed to synthesize it. The reactants are: C(OC([N:8]1[CH2:13][CH2:12][CH:11]([CH2:14][C:15]([O:18][CH2:19][CH:20]=[CH2:21])([CH3:17])[CH3:16])[CH2:10][CH2:9]1)=O)(C)(C)C. (4) Given the product [Cl:1][C:2]1[N:3]=[C:4]([NH:17][CH:13]2[CH2:16][CH2:15][CH2:14]2)[C:5]2[CH:10]=[C:9]([CH3:11])[NH:8][C:6]=2[N:7]=1, predict the reactants needed to synthesize it. The reactants are: [Cl:1][C:2]1[N:3]=[C:4](Cl)[C:5]2[CH:10]=[C:9]([CH3:11])[NH:8][C:6]=2[N:7]=1.[CH:13]1([NH2:17])[CH2:16][CH2:15][CH2:14]1.C(N(CC)CC)C. (5) Given the product [C:1]([O:9][CH2:10][O:11][C:12]([C:13]1[C:14]2[O:22][B:21]([OH:29])[C@@H:20]([NH:34][C:35](=[O:39])[CH2:36][CH2:37][CH3:38])[CH2:19][C:15]=2[CH:16]=[CH:17][CH:18]=1)=[O:42])(=[O:8])[C:2]1[CH:7]=[CH:6][CH:5]=[CH:4][CH:3]=1, predict the reactants needed to synthesize it. The reactants are: [C:1]([O:9][CH2:10][O:11][C:12](=[O:42])[C:13]1[CH:18]=[CH:17][CH:16]=[C:15]([CH2:19][CH:20]([NH:34][C:35](=[O:39])[CH2:36][CH2:37][CH3:38])[B:21]2[O:29]C3C(C)(C4CC(C3)C4(C)C)[O:22]2)[C:14]=1OC)(=[O:8])[C:2]1[CH:7]=[CH:6][CH:5]=[CH:4][CH:3]=1.[Cl-].[Al+3].[Cl-].[Cl-]. (6) Given the product [F:9][CH2:8][C:4]1[N:3]=[C:2]([C:8]#[C:4][CH2:5][CH2:6][N:11]2[N:12]=[C:13]3[CH:18]=[CH:17][CH:16]=[CH:15][C:14]3=[N:10]2)[CH:7]=[CH:6][CH:5]=1, predict the reactants needed to synthesize it. The reactants are: Br[C:2]1[CH:7]=[CH:6][CH:5]=[C:4]([CH2:8][F:9])[N:3]=1.[N:10]1[NH:11][N:12]=[C:13]2[CH:18]=[CH:17][CH:16]=[CH:15][C:14]=12. (7) Given the product [CH3:13][N:14]1[C:18](=[O:19])[C:17](=[CH:11][C:5]2[CH:4]=[CH:3][C:8]([CH:9]=[O:10])=[CH:7][CH:6]=2)[S:16][C:15]1=[S:20], predict the reactants needed to synthesize it. The reactants are: [Cl-].[NH4+].[CH:3]1[C:8]([CH:9]=[O:10])=[CH:7][CH:6]=[C:5]([CH:11]=O)[CH:4]=1.[CH3:13][N:14]1[C:18](=[O:19])[CH2:17][S:16][C:15]1=[S:20]. (8) Given the product [Cl:1][C:2]1[CH:7]=[CH:6][C:5]([C:8]2[CH:9]=[C:10]([CH3:18])[C:11]3[N:12]([C:14]([C:24]#[C:23][Si:20]([CH3:22])([CH3:21])[CH3:19])=[CH:15][N:16]=3)[CH:13]=2)=[CH:4][CH:3]=1, predict the reactants needed to synthesize it. The reactants are: [Cl:1][C:2]1[CH:7]=[CH:6][C:5]([C:8]2[CH:9]=[C:10]([CH3:18])[C:11]3[N:12]([C:14](I)=[CH:15][N:16]=3)[CH:13]=2)=[CH:4][CH:3]=1.[CH3:19][Si:20]([C:23]#[CH:24])([CH3:22])[CH3:21].